Dataset: Reaction yield outcomes from USPTO patents with 853,638 reactions. Task: Predict the reaction yield, written as a fraction of the theoretical maximum amount of product (1.0 means a 100% yield; for example, 0.34 means a 34% yield). The reactants are CCN(C(C)C)C(C)C.[Cl:10][C:11]1[CH:19]=[C:18]([Cl:20])[CH:17]=[CH:16][C:12]=1[C:13]([OH:15])=O.CCN=C=NCCCN(C)C.C1C=CC2N(O)N=NC=2C=1.Cl.[O:43]=[C:44]([N:62]1[CH2:67][CH2:66][NH:65][CH2:64][CH2:63]1)[CH2:45][NH:46][C:47](=[O:61])[C:48]1[CH:53]=[CH:52][C:51]([O:54][C:55]2[CH:60]=[CH:59][CH:58]=[CH:57][CH:56]=2)=[CH:50][CH:49]=1. The catalyst is CN(C=O)C.O. The product is [Cl:10][C:11]1[CH:19]=[C:18]([Cl:20])[CH:17]=[CH:16][C:12]=1[C:13]([N:65]1[CH2:66][CH2:67][N:62]([C:44](=[O:43])[CH2:45][NH:46][C:47](=[O:61])[C:48]2[CH:49]=[CH:50][C:51]([O:54][C:55]3[CH:56]=[CH:57][CH:58]=[CH:59][CH:60]=3)=[CH:52][CH:53]=2)[CH2:63][CH2:64]1)=[O:15]. The yield is 0.640.